This data is from NCI-60 drug combinations with 297,098 pairs across 59 cell lines. The task is: Regression. Given two drug SMILES strings and cell line genomic features, predict the synergy score measuring deviation from expected non-interaction effect. (1) Drug 1: C1=NC2=C(N=C(N=C2N1C3C(C(C(O3)CO)O)O)F)N. Drug 2: CC(C)NC(=O)C1=CC=C(C=C1)CNNC.Cl. Cell line: HOP-62. Synergy scores: CSS=2.03, Synergy_ZIP=-4.13, Synergy_Bliss=-1.74, Synergy_Loewe=-12.7, Synergy_HSA=-3.62. (2) Drug 1: CN(CCCl)CCCl.Cl. Drug 2: CC(C)NC(=O)C1=CC=C(C=C1)CNNC.Cl. Cell line: HT29. Synergy scores: CSS=27.4, Synergy_ZIP=-6.67, Synergy_Bliss=-0.634, Synergy_Loewe=-9.28, Synergy_HSA=-1.24.